This data is from Full USPTO retrosynthesis dataset with 1.9M reactions from patents (1976-2016). The task is: Predict the reactants needed to synthesize the given product. Given the product [CH2:1]([O:8][C:9]1[CH:14]=[CH:13][C:12]([NH:35][C:33](=[O:34])[C:32]2[CH:36]=[CH:37][CH:38]=[CH:39][C:31]=2[C:30]([F:40])([F:41])[F:29])=[CH:11][C:10]=1[C:16]1[O:17][C:18]2[CH:24]=[CH:23][C:22]([C:25]([CH3:28])([CH3:27])[CH3:26])=[CH:21][C:19]=2[N:20]=1)[C:2]1[CH:7]=[CH:6][CH:5]=[CH:4][CH:3]=1, predict the reactants needed to synthesize it. The reactants are: [CH2:1]([O:8][C:9]1[CH:14]=[CH:13][C:12](I)=[CH:11][C:10]=1[C:16]1[O:17][C:18]2[CH:24]=[CH:23][C:22]([C:25]([CH3:28])([CH3:27])[CH3:26])=[CH:21][C:19]=2[N:20]=1)[C:2]1[CH:7]=[CH:6][CH:5]=[CH:4][CH:3]=1.[F:29][C:30]([F:41])([F:40])[C:31]1[CH:39]=[CH:38][CH:37]=[CH:36][C:32]=1[C:33]([NH2:35])=[O:34].